From a dataset of Catalyst prediction with 721,799 reactions and 888 catalyst types from USPTO. Predict which catalyst facilitates the given reaction. (1) Reactant: [C:1]([O:5][C:6]([NH:8][C@@H:9]([CH2:13][CH2:14][CH2:15][C@@H:16]([C@@H:22]([O:26][Si:27]([CH:34]([CH3:36])[CH3:35])([CH:31]([CH3:33])[CH3:32])[CH:28]([CH3:30])[CH3:29])[C@@H:23]([OH:25])[CH3:24])[CH2:17][CH2:18][CH:19]([CH3:21])[CH3:20])[C:10](O)=[O:11])=[O:7])([CH3:4])([CH3:3])[CH3:2].CC1C=CC=C([N+]([O-])=O)C=1C(OC(C1C([N+]([O-])=O)=CC=CC=1C)=O)=O. Product: [C:1]([O:5][C:6](=[O:7])[NH:8][C@H:9]1[CH2:13][CH2:14][CH2:15][C@H:16]([CH2:17][CH2:18][CH:19]([CH3:21])[CH3:20])[C@@H:22]([O:26][Si:27]([CH:34]([CH3:36])[CH3:35])([CH:28]([CH3:29])[CH3:30])[CH:31]([CH3:32])[CH3:33])[C@H:23]([CH3:24])[O:25][C:10]1=[O:11])([CH3:3])([CH3:4])[CH3:2]. The catalyst class is: 64. (2) Reactant: Cl[C:2]1[N:10]=[C:9]2[C:5]([N:6]=[CH:7][N:8]2[CH:11]2[CH2:15][CH2:14][CH2:13][CH2:12]2)=[C:4]([NH:16][CH2:17][C:18]2[CH:23]=[CH:22][C:21]([N:24]3[CH:28]=[CH:27][CH:26]=[N:25]3)=[CH:20][CH:19]=2)[N:3]=1.[NH2:29][C@H:30]1[CH2:35][CH2:34][C@H:33]([NH2:36])[CH2:32][CH2:31]1. Product: [NH2:29][CH:30]1[CH2:35][CH2:34][CH:33]([NH:36][C:2]2[N:10]=[C:9]3[C:5]([N:6]=[CH:7][N:8]3[CH:11]3[CH2:12][CH2:13][CH2:14][CH2:15]3)=[C:4]([NH:16][CH2:17][C:18]3[CH:19]=[CH:20][C:21]([N:24]4[CH:28]=[CH:27][CH:26]=[N:25]4)=[CH:22][CH:23]=3)[N:3]=2)[CH2:32][CH2:31]1. The catalyst class is: 6. (3) Product: [Cl:1][C:2]1[CH:7]=[C:6]([N:8]2[CH2:12][CH2:11][CH2:10][CH2:9]2)[N:5]=[C:4]([CH2:13][O:14][C:16]2[C:25]([CH3:26])=[N:24][C:23]3[C:18](=[CH:19][CH:20]=[CH:21][CH:22]=3)[N:17]=2)[N:3]=1. Reactant: [Cl:1][C:2]1[CH:7]=[C:6]([N:8]2[CH2:12][CH2:11][CH2:10][CH2:9]2)[N:5]=[C:4]([CH2:13][OH:14])[N:3]=1.Cl[C:16]1[C:25]([CH3:26])=[N:24][C:23]2[C:18](=[CH:19][CH:20]=[CH:21][CH:22]=2)[N:17]=1.[H-].[Na+].O. The catalyst class is: 348. (4) The catalyst class is: 7. Product: [CH2:19]([O:26][C:27]1[C:32]([CH2:33][N:9]2[CH2:8][CH2:7][C:6]3[C:11](=[C:2]([CH3:1])[C:3]([O:13][CH:14]([CH3:16])[CH3:15])=[CH:4][CH:5]=3)[C:10]2=[O:12])=[C:31]([CH3:35])[CH:30]=[C:29]([CH3:36])[N:28]=1)[C:20]1[CH:25]=[CH:24][CH:23]=[CH:22][CH:21]=1. Reactant: [CH3:1][C:2]1[C:3]([O:13][CH:14]([CH3:16])[CH3:15])=[CH:4][CH:5]=[C:6]2[C:11]=1[C:10](=[O:12])[NH:9][CH2:8][CH2:7]2.[H-].[Na+].[CH2:19]([O:26][C:27]1[C:32]([CH2:33]Cl)=[C:31]([CH3:35])[CH:30]=[C:29]([CH3:36])[N:28]=1)[C:20]1[CH:25]=[CH:24][CH:23]=[CH:22][CH:21]=1.